This data is from Catalyst prediction with 721,799 reactions and 888 catalyst types from USPTO. The task is: Predict which catalyst facilitates the given reaction. (1) The catalyst class is: 1. Product: [CH3:39][O:40][C:41]1[CH:42]=[CH:43][C:44]([CH2:47][O:7][C:1]2[CH:6]=[CH:5][CH:4]=[CH:3][CH:2]=2)=[CH:45][N:46]=1. Reactant: [C:1]1([OH:7])[CH:6]=[CH:5][CH:4]=[CH:3][CH:2]=1.C1C=CC(P(C2C=CC=CC=2)C2C=CC=CC=2)=CC=1.CCOC(/N=N/C(OCC)=O)=O.[CH3:39][O:40][C:41]1[N:46]=[CH:45][C:44]([CH2:47]O)=[CH:43][CH:42]=1. (2) Reactant: [C:1]([O:5][C:6]1[CH:7]=[C:8]([C@@H:19]2[CH2:21][O:20]2)[C:9]2[S:13][C:12]([O:14][CH:15]([CH3:17])[CH3:16])=[N:11][C:10]=2[CH:18]=1)([CH3:4])([CH3:3])[CH3:2].[CH2:22]([O:26][C:27]1[CH:32]=[CH:31][C:30]([CH2:33][C:34]([NH2:37])([CH3:36])[CH3:35])=[CH:29][CH:28]=1)[CH2:23][CH2:24][CH3:25].O.CC(OC)(C)C. Product: [C:1]([O:5][C:6]1[CH:7]=[C:8]([C@@H:19]([OH:20])[CH2:21][NH:37][C:34]([CH3:35])([CH3:36])[CH2:33][C:30]2[CH:31]=[CH:32][C:27]([O:26][CH2:22][CH2:23][CH2:24][CH3:25])=[CH:28][CH:29]=2)[C:9]2[S:13][C:12]([O:14][CH:15]([CH3:17])[CH3:16])=[N:11][C:10]=2[CH:18]=1)([CH3:3])([CH3:4])[CH3:2]. The catalyst class is: 16. (3) Reactant: Br[C:2]1[CH:3]=[CH:4][CH:5]=[C:6]2[C:10]=1[N:9]([CH2:11][C:12]1[CH:21]=[CH:20][CH:19]=[CH:18][C:13]=1[C:14]([O:16]C)=[O:15])[C:8]([CH3:22])=[C:7]2[CH2:23][CH2:24][CH2:25][O:26][C:27]1[CH:32]=[C:31]([CH3:33])[C:30]([Cl:34])=[C:29]([CH3:35])[CH:28]=1.C(=O)([O-])[O-].[K+].[K+].[CH3:42][C:43]1[C:47](B2OC(C)(C)C(C)(C)O2)=[C:46]([CH3:57])[NH:45][N:44]=1. Product: [Cl:34][C:30]1[C:29]([CH3:35])=[CH:28][C:27]([O:26][CH2:25][CH2:24][CH2:23][C:7]2[C:6]3[C:10](=[C:2]([C:47]4[C:43]([CH3:42])=[N:44][NH:45][C:46]=4[CH3:57])[CH:3]=[CH:4][CH:5]=3)[N:9]([CH2:11][C:12]3[CH:21]=[CH:20][CH:19]=[CH:18][C:13]=3[C:14]([OH:16])=[O:15])[C:8]=2[CH3:22])=[CH:32][C:31]=1[CH3:33]. The catalyst class is: 70.